From a dataset of Reaction yield outcomes from USPTO patents with 853,638 reactions. Predict the reaction yield, written as a fraction of the theoretical maximum amount of product (1.0 means a 100% yield; for example, 0.34 means a 34% yield). The yield is 0.670. The product is [CH:28]1([C:31]([O:24][CH:23]([CH:25]2[CH2:27][CH2:26]2)[C:5]2[C:6]3[N:7]4[CH2:14][CH2:13][CH2:12][N:11]([C:15]5[CH:20]=[CH:19][C:18]([Cl:21])=[CH:17][C:16]=5[Cl:22])[C:8]4=[N:9][C:10]=3[C:2]([Cl:1])=[CH:3][CH:4]=2)=[O:32])[CH2:30][CH2:29]1. The catalyst is CN(C)C1C=CN=CC=1.O1CCCC1. The reactants are [Cl:1][C:2]1[C:10]2[N:9]=[C:8]3[N:11]([C:15]4[CH:20]=[CH:19][C:18]([Cl:21])=[CH:17][C:16]=4[Cl:22])[CH2:12][CH2:13][CH2:14][N:7]3[C:6]=2[C:5]([CH:23]([CH:25]2[CH2:27][CH2:26]2)[OH:24])=[CH:4][CH:3]=1.[CH:28]1([C:31](O)=[O:32])[CH2:30][CH2:29]1.C(N(CC)CC)C.Cl.C(N=C=NCCCN(C)C)C.[Cl-].[NH4+].